The task is: Predict the reaction yield, written as a fraction of the theoretical maximum amount of product (1.0 means a 100% yield; for example, 0.34 means a 34% yield).. This data is from Reaction yield outcomes from USPTO patents with 853,638 reactions. (1) The reactants are [F:1][CH2:2][C:3]([C:7]1[CH:11]=[C:10]([NH:12][C:13](=[O:21])OC2C=CC=CC=2)[N:9]([C:22]2[CH:27]=[CH:26][CH:25]=[CH:24][CH:23]=2)[N:8]=1)([CH3:6])[CH2:4][F:5].[CH3:28][O:29][C:30]1[CH:31]=[C:32]2[C:37](=[CH:38][C:39]=1[O:40][CH3:41])[N:36]=[CH:35][N:34]=[C:33]2[O:42][C:43]1[CH:44]=[C:45]([CH:47]=[CH:48][CH:49]=1)[NH2:46].C(N(CC)C(C)C)(C)C. The catalyst is C1COCC1. The product is [F:1][CH2:2][C:3]([C:7]1[CH:11]=[C:10]([NH:12][C:13]([NH:46][C:45]2[CH:47]=[CH:48][CH:49]=[C:43]([O:42][C:33]3[C:32]4[C:37](=[CH:38][C:39]([O:40][CH3:41])=[C:30]([O:29][CH3:28])[CH:31]=4)[N:36]=[CH:35][N:34]=3)[CH:44]=2)=[O:21])[N:9]([C:22]2[CH:27]=[CH:26][CH:25]=[CH:24][CH:23]=2)[N:8]=1)([CH3:6])[CH2:4][F:5]. The yield is 0.160. (2) The reactants are [CH3:1][C:2]1[CH:3]=[C:4]([CH:7]=[CH:8][CH:9]=1)[CH:5]=O.[N+:10]([CH3:13])([O-:12])=[O:11].[OH-].[Na+]. The catalyst is C(O)C. The product is [CH3:1][C:2]1[CH:9]=[CH:8][CH:7]=[C:4](/[CH:5]=[CH:13]/[N+:10]([O-:12])=[O:11])[CH:3]=1. The yield is 0.950.